From a dataset of Forward reaction prediction with 1.9M reactions from USPTO patents (1976-2016). Predict the product of the given reaction. (1) Given the reactants Cl[CH2:2][C:3]1[S:4][C:5]([C:8]2[CH:13]=[CH:12][C:11]([C:14]([F:17])([F:16])[F:15])=[CH:10][CH:9]=2)=[CH:6][CH:7]=1.[CH3:18][O:19][C:20](=[O:31])[CH2:21][CH2:22][C:23]1[CH:28]=[CH:27][C:26]([OH:29])=[CH:25][C:24]=1[CH3:30].C(=O)([O-])[O-].[Cs+].[Cs+], predict the reaction product. The product is: [CH3:18][O:19][C:20](=[O:31])[CH2:21][CH2:22][C:23]1[CH:28]=[CH:27][C:26]([O:29][CH2:2][C:3]2[S:4][C:5]([C:8]3[CH:13]=[CH:12][C:11]([C:14]([F:17])([F:16])[F:15])=[CH:10][CH:9]=3)=[CH:6][CH:7]=2)=[CH:25][C:24]=1[CH3:30]. (2) The product is: [OH:1][C:2]1([C:9]2[S:13][C:12]([S:14]([CH3:17])(=[O:16])=[O:15])=[N:11][CH:10]=2)[CH2:7][CH2:6][CH:5]([N:18]2[CH2:21][CH:20]([NH:22][C:23]([CH2:25][NH:26][C:27](=[O:38])[C:28]3[CH:33]=[CH:32][CH:31]=[C:30]([C:34]([F:37])([F:35])[F:36])[CH:29]=3)=[O:24])[CH2:19]2)[CH2:4][CH2:3]1. Given the reactants [OH:1][C:2]1([C:9]2[S:13][C:12]([S:14]([CH3:17])(=[O:16])=[O:15])=[N:11][CH:10]=2)[CH2:7][CH2:6][C:5](=O)[CH2:4][CH2:3]1.[NH:18]1[CH2:21][CH:20]([NH:22][C:23]([CH2:25][NH:26][C:27](=[O:38])[C:28]2[CH:33]=[CH:32][CH:31]=[C:30]([C:34]([F:37])([F:36])[F:35])[CH:29]=2)=[O:24])[CH2:19]1, predict the reaction product. (3) The product is: [N:2]1([NH:1][C:33]([C:22]2[N:23]([CH3:32])[C:24]([C:25]3[CH:30]=[CH:29][C:28]([Cl:31])=[CH:27][CH:26]=3)=[C:20]([C:14]3[CH:15]=[CH:16][C:17]([Cl:19])=[CH:18][C:13]=3[Cl:12])[N:21]=2)=[O:34])[CH2:7][CH2:6][CH2:5][CH2:4][CH2:3]1. Given the reactants [NH2:1][N:2]1[CH2:7][CH2:6][CH2:5][CH2:4][CH2:3]1.C[Al](C)C.[Cl:12][C:13]1[CH:18]=[C:17]([Cl:19])[CH:16]=[CH:15][C:14]=1[C:20]1[N:21]=[C:22]([C:33](OCC)=[O:34])[N:23]([CH3:32])[C:24]=1[C:25]1[CH:30]=[CH:29][C:28]([Cl:31])=[CH:27][CH:26]=1.C(Cl)Cl, predict the reaction product.